From a dataset of Full USPTO retrosynthesis dataset with 1.9M reactions from patents (1976-2016). Predict the reactants needed to synthesize the given product. (1) Given the product [S:1]1[C:5]2[CH:6]=[CH:7][CH:8]=[CH:9][C:4]=2[C:3]([C:10]([OH:11])=[O:13])=[N:2]1, predict the reactants needed to synthesize it. The reactants are: [S:1]1[C:5]2[CH:6]=[CH:7][CH:8]=[CH:9][C:4]=2[C:3]([C:10](N)=[O:11])=[N:2]1.[OH-:13].[Na+].Cl. (2) The reactants are: [S:1]1[CH2:6][CH2:5][CH2:4][S:3][CH:2]1[C:7]([O:9][C:10]([CH3:13])([CH3:12])[CH3:11])=[O:8].I[CH2:15][CH2:16][O:17][CH3:18].CC(C)([O-])C.[K+].[Cl-].[NH4+]. Given the product [CH3:18][O:17][CH2:16][CH2:15][C:2]1([C:7]([O:9][C:10]([CH3:13])([CH3:12])[CH3:11])=[O:8])[S:3][CH2:4][CH2:5][CH2:6][S:1]1, predict the reactants needed to synthesize it. (3) Given the product [OH:10][CH:8]([C:5]1[CH:4]=[CH:3][C:2]([C:19]2[CH2:24][CH2:23][N:22]([C:25]([O:27][C:28]([CH3:31])([CH3:30])[CH3:29])=[O:26])[CH2:21][CH:20]=2)=[CH:7][N:6]=1)[CH3:9], predict the reactants needed to synthesize it. The reactants are: Br[C:2]1[CH:3]=[CH:4][C:5]([CH:8]([OH:10])[CH3:9])=[N:6][CH:7]=1.CC1(C)C(C)(C)OB([C:19]2[CH2:20][CH2:21][N:22]([C:25]([O:27][C:28]([CH3:31])([CH3:30])[CH3:29])=[O:26])[CH2:23][CH:24]=2)O1. (4) Given the product [NH2:1][CH2:4][CH2:5][O:6][CH2:7][CH2:8][O:9][CH2:10][CH2:11][O:12][CH2:13][CH2:14][NH:15][S:16]([C:19]1[CH:41]=[CH:40][C:22]([O:23][C:24]2[C:25]([F:39])=[CH:26][C:27](/[CH:31]=[C:32](\[CH3:38])/[C:33]([O:35][CH2:36][CH3:37])=[O:34])=[CH:28][C:29]=2[F:30])=[CH:21][CH:20]=1)(=[O:18])=[O:17], predict the reactants needed to synthesize it. The reactants are: [N:1]([CH2:4][CH2:5][O:6][CH2:7][CH2:8][O:9][CH2:10][CH2:11][O:12][CH2:13][CH2:14][NH:15][S:16]([C:19]1[CH:41]=[CH:40][C:22]([O:23][C:24]2[C:29]([F:30])=[CH:28][C:27](/[CH:31]=[C:32](\[CH3:38])/[C:33]([O:35][CH2:36][CH3:37])=[O:34])=[CH:26][C:25]=2[F:39])=[CH:21][CH:20]=1)(=[O:18])=[O:17])=[N+]=[N-].CP(C)C. (5) Given the product [F:8][C:9]1[CH:10]=[C:11]([C:16]2[N:4]3[N:3]=[C:2]([CH3:1])[CH:6]=[C:5]3[NH:7][C:18](=[O:19])[CH:17]=2)[CH:12]=[C:13]([F:15])[CH:14]=1, predict the reactants needed to synthesize it. The reactants are: [CH3:1][C:2]1[CH:6]=[C:5]([NH2:7])[NH:4][N:3]=1.[F:8][C:9]1[CH:10]=[C:11]([C:16](=O)[CH2:17][C:18](OCC)=[O:19])[CH:12]=[C:13]([F:15])[CH:14]=1. (6) Given the product [F:1][C:2]1[CH:3]=[C:4]([CH:22]=[CH:23][C:24]=1[F:25])[O:5][CH:6]1[CH2:7][CH2:8][N:9]([CH2:12][CH2:13][NH:14][CH3:15])[CH2:10][CH2:11]1, predict the reactants needed to synthesize it. The reactants are: [F:1][C:2]1[CH:3]=[C:4]([CH:22]=[CH:23][C:24]=1[F:25])[O:5][CH:6]1[CH2:11][CH2:10][N:9]([CH2:12][CH2:13][N:14](C)[C:15](=O)C(F)(F)F)[CH2:8][CH2:7]1.[OH-].[Na+]. (7) The reactants are: [ClH:1].[CH3:2]C1C=C(OS(C2C=CC=CC=2S(N2CCN(C3C=CC=CN=3)CC2)(=O)=O)(=O)=O)C=C(C=1)ON(OCCC)C(N)=N.C(OC([N:50]([O:61][CH2:62][CH2:63][CH2:64][O:65][C:66]1[CH:71]=[C:70](C)[CH:69]=[C:68]([O:73][S:74]([C:77]2[CH:82]=[CH:81][CH:80]=[CH:79][C:78]=2[S:83]([N:86]2[CH2:91][CH2:90][N:89]([C:92]3[CH:97]=[CH:96][CH:95]=[CH:94][N:93]=3)[CH2:88][CH2:87]2)(=[O:85])=[O:84])(=[O:76])=[O:75])[CH:67]=1)[C:51]([NH:53]C(OC(C)(C)C)=O)=[NH:52])=O)(C)(C)C.C(C(=CC1C=CC(O)=CC=1)C(O)=O)#N. Given the product [ClH:1].[CH3:2][C:67]1[C:68]([O:73][S:74]([C:77]2[CH:82]=[CH:81][CH:80]=[CH:79][C:78]=2[S:83]([N:86]2[CH2:87][CH2:88][N:89]([C:92]3[CH:97]=[CH:96][CH:95]=[CH:94][N:93]=3)[CH2:90][CH2:91]2)(=[O:84])=[O:85])(=[O:75])=[O:76])=[CH:69][CH:70]=[CH:71][C:66]=1[O:65][CH2:64][CH2:63][CH2:62][O:61][NH:50][C:51]([NH2:53])=[NH:52], predict the reactants needed to synthesize it. (8) Given the product [OH:3][C:1]([C:4]1[CH:29]=[CH:28][C:7]([C:8]([NH:10][C:11]2[CH:27]=[CH:26][CH:25]=[CH:24][C:12]=2[C:13]([NH:15][C:16]2[CH:21]=[CH:20][C:19]([O:22][CH3:23])=[CH:18][CH:17]=2)=[O:14])=[O:9])=[CH:6][CH:5]=1)([CH3:30])[CH3:2], predict the reactants needed to synthesize it. The reactants are: [C:1]([C:4]1[CH:29]=[CH:28][C:7]([C:8]([NH:10][C:11]2[CH:27]=[CH:26][CH:25]=[CH:24][C:12]=2[C:13]([NH:15][C:16]2[CH:21]=[CH:20][C:19]([O:22][CH3:23])=[CH:18][CH:17]=2)=[O:14])=[O:9])=[CH:6][CH:5]=1)(=[O:3])[CH3:2].[CH3:30][Mg]Br.C(OCC)C. (9) Given the product [Cl:15][C:16]1[CH:17]=[C:18]([CH:22]=[CH:23][CH:24]=1)[C:19]([NH:21][C:2]1[CH:7]=[N:6][CH:5]=[C:4]([O:8][C:9]2[CH:10]=[N:11][CH:12]=[CH:13][CH:14]=2)[N:3]=1)=[O:20], predict the reactants needed to synthesize it. The reactants are: Cl[C:2]1[CH:7]=[N:6][CH:5]=[C:4]([O:8][C:9]2[CH:10]=[N:11][CH:12]=[CH:13][CH:14]=2)[N:3]=1.[Cl:15][C:16]1[CH:17]=[C:18]([CH:22]=[CH:23][CH:24]=1)[C:19]([NH2:21])=[O:20].CC([O-])(C)C.[Na+].CC1(C)C2C(=C(P(C3C=CC=CC=3)C3C=CC=CC=3)C=CC=2)OC2C(P(C3C=CC=CC=3)C3C=CC=CC=3)=CC=CC1=2.